From a dataset of Catalyst prediction with 721,799 reactions and 888 catalyst types from USPTO. Predict which catalyst facilitates the given reaction. (1) Reactant: C(N(C(C)C)CC)(C)C.[F:10][C:11]1[CH:12]=[C:13]([N+:18]([O-:20])=[O:19])[CH:14]=[CH:15][C:16]=1F.[CH:21]12[CH2:26][CH:25]1[CH2:24][NH:23][CH2:22]2.Cl. Product: [F:10][C:11]1[CH:12]=[C:13]([N+:18]([O-:20])=[O:19])[CH:14]=[CH:15][C:16]=1[N:23]1[CH2:24][CH:25]2[CH:21]([CH2:26]2)[CH2:22]1. The catalyst class is: 39. (2) Reactant: [N:1]1([C:7]2[CH:12]=[CH:11][C:10]([NH:13][C:14]3[C:23]4[C:18](=[CH:19][CH:20]=[C:21]([C:24](O)=[O:25])[CH:22]=4)[N:17]=[CH:16][N:15]=3)=[CH:9][CH:8]=2)[CH2:6][CH2:5][O:4][CH2:3][CH2:2]1.C(N(CC)CC)C.[CH3:34][O:35][C:36]1[CH:43]=[CH:42][C:39]([CH2:40][NH2:41])=[CH:38][CH:37]=1.O. Product: [CH3:34][O:35][C:36]1[CH:43]=[CH:42][C:39]([CH2:40][NH:41][C:24]([C:21]2[CH:22]=[C:23]3[C:18](=[CH:19][CH:20]=2)[N:17]=[CH:16][N:15]=[C:14]3[NH:13][C:10]2[CH:11]=[CH:12][C:7]([N:1]3[CH2:2][CH2:3][O:4][CH2:5][CH2:6]3)=[CH:8][CH:9]=2)=[O:25])=[CH:38][CH:37]=1. The catalyst class is: 9. (3) Reactant: F[C:2]1[C:3]([CH:8]2[CH2:12][CH2:11][N:10]([C:13](=[O:15])[CH3:14])[CH2:9]2)=[N:4][CH:5]=[CH:6][N:7]=1.[N:16]1[CH:21]=[CH:20][CH:19]=[CH:18][C:17]=1[NH:22][C:23]1[CH:28]=[CH:27][C:26]([OH:29])=[CH:25][CH:24]=1.C(=O)([O-])[O-].[Cs+].[Cs+]. Product: [N:16]1[CH:21]=[CH:20][CH:19]=[CH:18][C:17]=1[NH:22][C:23]1[CH:28]=[CH:27][C:26]([O:29][C:2]2[C:3]([CH:8]3[CH2:12][CH2:11][N:10]([C:13](=[O:15])[CH3:14])[CH2:9]3)=[N:4][CH:5]=[CH:6][N:7]=2)=[CH:25][CH:24]=1. The catalyst class is: 16. (4) Reactant: CCN(C(C)C)C(C)C.[C:10]1([C:24]2[CH:29]=[CH:28][CH:27]=[CH:26][CH:25]=2)[CH:15]=[CH:14][C:13]([C:16]([N:18]([CH2:20][C:21]([OH:23])=O)[CH3:19])=[O:17])=[CH:12][CH:11]=1.C1C=CC2N(O)N=NC=2C=1.CCN=C=NCCCN(C)C.Cl.[N:52]1([C:58]([C:60]2[CH:65]=[CH:64][CH:63]=[CH:62][C:61]=2[C:66]([F:69])([F:68])[F:67])=[O:59])[CH2:57][CH2:56][NH:55][CH2:54][CH2:53]1. Product: [CH3:19][N:18]([CH2:20][C:21](=[O:23])[N:55]1[CH2:56][CH2:57][N:52]([C:58](=[O:59])[C:60]2[CH:65]=[CH:64][CH:63]=[CH:62][C:61]=2[C:66]([F:69])([F:67])[F:68])[CH2:53][CH2:54]1)[C:16]([C:13]1[CH:12]=[CH:11][C:10]([C:24]2[CH:29]=[CH:28][CH:27]=[CH:26][CH:25]=2)=[CH:15][CH:14]=1)=[O:17]. The catalyst class is: 18. (5) Reactant: [Cl:1][C:2]1[CH:3]=[CH:4][C:5]([F:37])=[C:6]([C:8]2[CH:13]=[CH:12][C:11]([CH2:14][N:15]([CH2:31][C@@H:32]([OH:36])[C:33]([OH:35])=[O:34])[NH:16][C:17]([C:19]3[O:23][N:22]=[C:21]([C:24]4[CH:29]=[CH:28][CH:27]=[CH:26][C:25]=4[F:30])[CH:20]=3)=[O:18])=[CH:10][CH:9]=2)[CH:7]=1.N1C(C)=CC=CC=1C.Cl[CH2:47][O:48][C:49](=[O:59])[C@@H:50]([NH:54][C:55]([O:57][CH3:58])=[O:56])[CH:51]([CH3:53])[CH3:52]. Product: [Cl:1][C:2]1[CH:3]=[CH:4][C:5]([F:37])=[C:6]([C:8]2[CH:13]=[CH:12][C:11]([CH2:14][N:15]([CH2:31][C@@H:32]([OH:36])[C:33]([O:35][CH2:47][O:48][C:49](=[O:59])[C@@H:50]([NH:54][C:55]([O:57][CH3:58])=[O:56])[CH:51]([CH3:53])[CH3:52])=[O:34])[NH:16][C:17]([C:19]3[O:23][N:22]=[C:21]([C:24]4[CH:29]=[CH:28][CH:27]=[CH:26][C:25]=4[F:30])[CH:20]=3)=[O:18])=[CH:10][CH:9]=2)[CH:7]=1. The catalyst class is: 3. (6) Reactant: Cl[C:2]1[S:6][N:5]=[C:4]([C:7]2[CH:12]=[CH:11][CH:10]=[CH:9][N:8]=2)[N:3]=1.FC(F)(F)C(O)=O.[O:20]1[C:24]2[CH:25]=[CH:26][CH:27]=[CH:28][C:23]=2[C:22]([NH:29][C:30]([N:32]2[CH2:37][CH2:36][NH:35][CH2:34][CH2:33]2)=[O:31])=[N:21]1.C(N(CC)CC)C.O. Product: [O:20]1[C:24]2[CH:25]=[CH:26][CH:27]=[CH:28][C:23]=2[C:22]([NH:29][C:30]([N:32]2[CH2:37][CH2:36][N:35]([C:2]3[S:6][N:5]=[C:4]([C:7]4[CH:12]=[CH:11][CH:10]=[CH:9][N:8]=4)[N:3]=3)[CH2:34][CH2:33]2)=[O:31])=[N:21]1. The catalyst class is: 9.